This data is from Full USPTO retrosynthesis dataset with 1.9M reactions from patents (1976-2016). The task is: Predict the reactants needed to synthesize the given product. (1) Given the product [CH:17]1([C:22](=[N:9][C@@H:7]([C:1]2[CH:6]=[CH:5][CH:4]=[CH:3][CH:2]=2)[CH3:8])[CH3:23])[CH2:21][CH2:20][CH2:19][CH2:18]1, predict the reactants needed to synthesize it. The reactants are: [C:1]1([C@H:7]([NH2:9])[CH3:8])[CH:6]=[CH:5][CH:4]=[CH:3][CH:2]=1.C(N(CC)CC)C.[CH:17]1([C:22](=O)[CH3:23])[CH2:21][CH2:20][CH2:19][CH2:18]1.C(OCC)C. (2) Given the product [Br:8][C:6]1[CH:7]=[C:2]([NH:1][S:22]([C:16]2[CH:21]=[CH:20][CH:19]=[CH:18][CH:17]=2)(=[O:24])=[O:23])[C:3]([Cl:9])=[N:4][CH:5]=1, predict the reactants needed to synthesize it. The reactants are: [NH2:1][C:2]1[C:3]([Cl:9])=[N:4][CH:5]=[C:6]([Br:8])[CH:7]=1.N1C=CC=CC=1.[C:16]1([S:22](Cl)(=[O:24])=[O:23])[CH:21]=[CH:20][CH:19]=[CH:18][CH:17]=1.